From a dataset of CYP2C9 inhibition data for predicting drug metabolism from PubChem BioAssay. Regression/Classification. Given a drug SMILES string, predict its absorption, distribution, metabolism, or excretion properties. Task type varies by dataset: regression for continuous measurements (e.g., permeability, clearance, half-life) or binary classification for categorical outcomes (e.g., BBB penetration, CYP inhibition). Dataset: cyp2c9_veith. The molecule is c1ccc(CNc2ncnc3ccc(-c4ccc5c(c4)OCO5)cc23)cc1. The result is 1 (inhibitor).